From a dataset of Full USPTO retrosynthesis dataset with 1.9M reactions from patents (1976-2016). Predict the reactants needed to synthesize the given product. (1) Given the product [CH3:17][C:18]1[CH:24]=[CH:23][C:21]([NH:22][C:7]2[CH2:6][C:5]([C:3]([O:2][CH3:1])=[O:4])=[C:11]([NH:22][C:21]3[CH:23]=[CH:24][C:18]([CH3:17])=[CH:19][CH:20]=3)[CH2:10][C:9]=2[C:13]([O:15][CH3:16])=[O:14])=[CH:20][CH:19]=1, predict the reactants needed to synthesize it. The reactants are: [CH3:1][O:2][C:3]([CH:5]1[C:11](=O)[CH2:10][CH:9]([C:13]([O:15][CH3:16])=[O:14])[C:7](=O)[CH2:6]1)=[O:4].[CH3:17][C:18]1[CH:24]=[CH:23][C:21]([NH2:22])=[CH:20][CH:19]=1.Cl. (2) Given the product [CH2:28]([C:30]1[C:38]2[C:33](=[CH:34][CH:35]=[CH:36][C:37]=2[NH:39][C:20]([C:17]2[N:14]3[CH:15]=[CH:16][C:11]([O:10][CH2:9][CH2:8][N:5]4[CH2:4][CH2:3][N:2]([CH3:1])[CH2:7][CH2:6]4)=[CH:12][C:13]3=[N:19][CH:18]=2)=[O:22])[N:32]([CH2:40][C:41]2[S:42][CH:43]=[C:44]([CH3:46])[N:45]=2)[N:31]=1)[CH3:29], predict the reactants needed to synthesize it. The reactants are: [CH3:1][N:2]1[CH2:7][CH2:6][N:5]([CH2:8][CH2:9][O:10][C:11]2[CH:16]=[CH:15][N:14]3[C:17]([C:20]([OH:22])=O)=[CH:18][N:19]=[C:13]3[CH:12]=2)[CH2:4][CH2:3]1.P(Cl)(Cl)(Cl)=O.[CH2:28]([C:30]1[C:38]2[C:37]([NH2:39])=[CH:36][CH:35]=[CH:34][C:33]=2[N:32]([CH2:40][C:41]2[S:42][CH:43]=[C:44]([CH3:46])[N:45]=2)[N:31]=1)[CH3:29]. (3) The reactants are: Cl[S:2]([N:5]=[C:6]=[O:7])(=[O:4])=[O:3].[Cl:8][CH2:9][CH2:10][OH:11].[CH2:12]([C:20]1[CH:26]=[CH:25][C:23]([NH2:24])=[CH:22][CH:21]=1)[CH2:13][CH2:14][CH2:15][CH2:16][CH2:17][CH2:18][CH3:19].C(N(CC)CC)C.S(Cl)(=O)(=O)N. Given the product [CH2:12]([C:20]1[CH:21]=[CH:22][C:23]([NH:24][S:2]([NH:5][C:6](=[O:7])[O:11][CH2:10][CH2:9][Cl:8])(=[O:4])=[O:3])=[CH:25][CH:26]=1)[CH2:13][CH2:14][CH2:15][CH2:16][CH2:17][CH2:18][CH3:19], predict the reactants needed to synthesize it.